Dataset: Forward reaction prediction with 1.9M reactions from USPTO patents (1976-2016). Task: Predict the product of the given reaction. (1) Given the reactants Br[C:2]1[C:11]2[C:6](=[CH:7][CH:8]=[C:9]([O:12][CH3:13])[CH:10]=2)[C:5]([Cl:14])=[N:4][CH:3]=1.[Li]CCCC.C([O:23][B:24](OC(C)C)[O:25]C(C)C)(C)C, predict the reaction product. The product is: [Cl:14][C:5]1[C:6]2[C:11](=[CH:10][C:9]([O:12][CH3:13])=[CH:8][CH:7]=2)[C:2]([B:24]([OH:25])[OH:23])=[CH:3][N:4]=1. (2) Given the reactants [H-].[Na+].[C:3]([C:5]1[CH:6]=[C:7]([OH:11])[CH:8]=[CH:9][CH:10]=1)#[N:4].F[C:13]1[CH:18]=[CH:17][CH:16]=[C:15](F)[N:14]=1, predict the reaction product. The product is: [N:14]1[C:15]([O:11][C:7]2[CH:6]=[C:5]([CH:10]=[CH:9][CH:8]=2)[C:3]#[N:4])=[CH:16][CH:17]=[CH:18][C:13]=1[O:11][C:7]1[CH:6]=[C:5]([CH:10]=[CH:9][CH:8]=1)[C:3]#[N:4]. (3) Given the reactants [C:1]([C:5]1[CH:6]=[C:7]([C:16]2[CH:21]=[CH:20][C:19]([C:22]([O:24]CC)=[O:23])=[CH:18][CH:17]=2)[CH:8]=[C:9]([C:12]([CH3:15])([CH3:14])[CH3:13])[C:10]=1[OH:11])([CH3:4])([CH3:3])[CH3:2], predict the reaction product. The product is: [C:12]([C:9]1[CH:8]=[C:7]([C:16]2[CH:17]=[CH:18][C:19]([C:22]([OH:24])=[O:23])=[CH:20][CH:21]=2)[CH:6]=[C:5]([C:1]([CH3:4])([CH3:3])[CH3:2])[C:10]=1[OH:11])([CH3:13])([CH3:14])[CH3:15]. (4) Given the reactants [Cl:1][C:2]1[CH:3]=[CH:4][C:5]2[N:11]3[CH:12]=[CH:13][CH:14]=[C:10]3[C@@H:9]([CH2:15][CH2:16][N:17]3[C:21]([CH2:22]C(OCC)=O)=N[CH:19]=[N:18]3)[O:8][C@H:7]([C:28]3[CH:33]=[CH:32][CH:31]=[C:30]([O:34][CH3:35])[C:29]=3[O:36][CH3:37])[C:6]=2[CH:38]=1.ClC1C=CC2N3C=CC=C3[C@@H](CCN3C=NC(C[C:61]([O:63][CH2:64][CH3:65])=[O:62])=N3)O[C@H](C3C=CC=C(OC)C=3OC)C=2C=1.CS(OCC[C@H]1O[C@H](C2C=CC=C(OC)C=2OC)C2C=C(Cl)C=CC=2N2C=CC=C12)(=O)=O.N1C=CC(C(OCC)=O)=N1.[H-].[Na+], predict the reaction product. The product is: [Cl:1][C:2]1[CH:3]=[CH:4][C:5]2[N:11]3[CH:12]=[CH:13][CH:14]=[C:10]3[C@@H:9]([CH2:15][CH2:16][N:17]3[CH:21]=[CH:22][C:19]([C:61]([O:63][CH2:64][CH3:65])=[O:62])=[N:18]3)[O:8][C@H:7]([C:28]3[CH:33]=[CH:32][CH:31]=[C:30]([O:34][CH3:35])[C:29]=3[O:36][CH3:37])[C:6]=2[CH:38]=1.